From a dataset of Experimentally validated miRNA-target interactions with 360,000+ pairs, plus equal number of negative samples. Binary Classification. Given a miRNA mature sequence and a target amino acid sequence, predict their likelihood of interaction. (1) The miRNA is mmu-miR-362-3p with sequence AACACACCUGUUCAAGGAUUCA. The protein sequence of the target gene is MGARMPRRCLLLLSCFCLLRVESTAEVQHQASALTWKISAELQQEPAPEPSHTYQEMSLAVEDVTTVMEGQEAEALAASAMSSWERRLHRAKCAPSYLFSCFNGGECVHPALCDCRRFNATGPRCQLVYNVGPERDSICRTWGQHHVETFDGLYYYFSGKGSYTLVGHHEPEGQSFSIQVHNDPQCGSAHYTCPRSVSLFLSGEREICLAKEVTHGGVRVQLPQVVGGVQLQQLAGYVIARHPSAFTLAWDGISAIYIKMSPEFLGWTHGLCGNNNADPQDDLVTSYGKVTDDVGEFVHS.... Result: 1 (interaction). (2) The miRNA is hsa-miR-4255 with sequence CAGUGUUCAGAGAUGGA. The protein sequence of the target gene is MNPLAQPVIYSTIFAGTLITALSSHWFFTWVGLEMNMLAFIPVLTKKMNPRSTEAAIKYFLTQATASMILLMAILFNNMLSGQWTMTNTTNQYSSLMIMMAMAMKLGMAPFHFWVPEVTQGTPLTSGLLLLTWQKLAPISIMYQISPSLNVSLLLTLSILSIMAGSWGGLNQTQLRKILAYSSITHMGWMMAVLPYNPNMTILNLTIYIILTTTAFLLLNLNSSTTTLLLSRTWNKLTWLTPLIPSTLLSLGGLPPLTGFLPKWAIIEEFTKNNSLIIPTIMATITLLNLYFYLRLIYST.... Result: 0 (no interaction). (3) The protein sequence of the target gene is MALHVPKAPGFAQMLKEGAKHFSGLEEAVYRNIQACKELAQTTRTAYGPNGMNKMVINHLEKLFVTNDAATILRELEVQHPAAKMIVMASHMQEQEVGDGTNFVLVFAGALLELAEELLRIGLSVSEVIEGYEIACRKAHEILPNLVCCSAKNLRDIDEVSSLLRTSIMSKQYGNEVFLAKLIAQACVSIFPDSGHFNVDNIRVCKILGSGISSSSVLHGMVFKKETEGDVTSVKDAKIAVYSCPFDGMITETKGTVLIKTAEELMNFSKGEENLMDAQVKAIADTGANVVVTGGKVADM.... Result: 0 (no interaction). The miRNA is hsa-miR-548am-3p with sequence CAAAAACUGCAGUUACUUUUGU. (4) The miRNA is hsa-miR-384 with sequence AUUCCUAGAAAUUGUUCAUA. The protein sequence of the target gene is MGVPAFFRWLSRKYPSIIVNCVEEKPKECNGVKIPVDASKPNPNDVEFDNLYLDMNGIIHPCTHPEDKPAPKNEDEMMVAIFEYIDRLFSIVRPRRLLYMAIDGVAPRAKMNQQRSRRFRASKEGMEAAVEKQRVREEILAKGGFLPPEEIKERFDSNCITPGTEFMDNLAKCLRYYIADRLNNDPGWKNLTVILSDASAPGEGEHKIMDYIRRQRAQPNHDPNTHHCLCGADADLIMLGLATHEPNFTIIREEFKPNKPKPCGLCNQFGHEVKDCEGLPREKKGKHDELADSLPCAEGE.... Result: 0 (no interaction). (5) The miRNA is hsa-miR-4266 with sequence CUAGGAGGCCUUGGCC. The protein sequence of the target gene is MDAEGLALLLPPVTLAALVDSWLREDCPGLNYAALVSGAGPSQAALWAKSPGVLAGQPFFDAIFTQLNCQVSWFLPEGSKLVPVARVAEVRGPAHCLLLGERVALNTLARCSGIASAAAAAVEAARGAGWTGHVAGTRKTTPGFRLVEKYGLLVGGAASHRYDLGGLVMVKDNHVVAAGGVEKAVRAARQAADFTLKVEVECSSLQEAVQAAEAGADLVLLDNFKPEELHPTATVLKAQFPSVAVEASGGITLDNLPQFCGPHIDVISMGMLTQAAPALDFSLKLFAKEVAPVPKIH. Result: 0 (no interaction). (6) The miRNA is hsa-miR-548k with sequence AAAAGUACUUGCGGAUUUUGCU. The protein sequence of the target gene is MSGGRFDFDDGGAYCGGWEGGKAHGHGLCTGPKGQGEYSGSWNFGFEVAGVYTWPSGNTFEGYWSQGKRHGLGIETKGRWLYKGEWTHGFKGRYGIRQSSSSGAKYEGTWNNGLQDGYGTETYADGGTYQGQFTNGMRHGYGVRQSVPYGMAVVVRSPLRTSLSSLRSEHSNGTVAPDSPASPASDGPALPSPAIPRGGFALSLLANAEAAARAPKGGGLFQRGALLGKLRRAESRTSVGSQRSRVSFLKSDLSSGASDAASTASLGEAAEGADEAAPFEADIDATTTETYMGEWKNDKR.... Result: 0 (no interaction). (7) The miRNA is hsa-miR-3129-5p with sequence GCAGUAGUGUAGAGAUUGGUUU. The protein sequence of the target gene is MSDNDDIEVESDEEQPRFQSAADKRAHHNALERKRRDHIKDSFHSLRDSVPSLQGEKASRAQILDKATEYIQYMRRKNHTHQQDIDDLKRQNALLEQQVRALEKARSSAQLQTNYPSSDNSLYTNAKGSTISAFDGGSDSSSESEPEEPQSRKKLRMEAS. Result: 0 (no interaction). (8) The miRNA is hsa-miR-6805-5p with sequence UAGGGGGCGGCUUGUGGAGUGU. The protein sequence of the target gene is MGCRCCKIIQSYLFDPVQVPSPGYVNEVNSCKLDEDDTDKLKGKWSSEVLVQKNDPQRQGSKKTESSSRTADPWEPCWPHQGPLPQGDAGGEHHACGVNGIGPAATPQPTGNSSPTQDDRGSWASTANTVPPTQPFLEGGGTRKQDCVLLASEGTQVMRNGDSRAPSEAESFALEVQDHVFQIPAPDYLQHWGPAGDNVDHNEKDCVFKNHTEDESLEGIQPPVGEHGLNTPFSVRRSWDSLNEDVETEVLSICFNEKGPVHAMPVVDSGNRQEDTHGSDGDGDGEIVDEDAAVAEALAA.... Result: 0 (no interaction).